From a dataset of Full USPTO retrosynthesis dataset with 1.9M reactions from patents (1976-2016). Predict the reactants needed to synthesize the given product. Given the product [NH2:8][C:5]1[CH:6]=[CH:7][C:2]([C:15]#[N:16])=[C:3]([Cl:13])[C:4]=1[CH3:12], predict the reactants needed to synthesize it. The reactants are: Br[C:2]1[CH:7]=[CH:6][C:5]([NH:8]C(=O)C)=[C:4]([CH3:12])[C:3]=1[Cl:13].[Cu](C#N)[C:15]#[N:16].C(N)CN.O.